This data is from hERG potassium channel inhibition data for cardiac toxicity prediction from Karim et al.. The task is: Regression/Classification. Given a drug SMILES string, predict its toxicity properties. Task type varies by dataset: regression for continuous values (e.g., LD50, hERG inhibition percentage) or binary classification for toxic/non-toxic outcomes (e.g., AMES mutagenicity, cardiotoxicity, hepatotoxicity). Dataset: herg_karim. (1) The molecule is C=CCN(CC=C)C(=O)[C@@]1(c2cccs2)C[C@H]1CN. The result is 0 (non-blocker). (2) The drug is N#Cc1cccc(C2(O)CCC(N3CC(NC(=O)CNC(=O)c4cccc(C(F)(F)F)c4)C3)CC2)c1. The result is 1 (blocker). (3) The result is 1 (blocker). The drug is COc1ccc(S(=O)(=O)n2ccc3ccccc32)cc1NC1CCN(C)CC1. (4) The drug is CCCC1NC(C)C2C(=O)N=C(c3cc(S(=O)(=O)N4CCN(CC)CC4)ccc3OCC)NN12. The result is 0 (non-blocker).